From a dataset of Drug-target binding data from BindingDB using IC50 measurements. Regression. Given a target protein amino acid sequence and a drug SMILES string, predict the binding affinity score between them. We predict pIC50 (pIC50 = -log10(IC50 in M); higher means more potent). Dataset: bindingdb_ic50. (1) The small molecule is CC1(C)[C@H](C(=O)O)N2C(=O)C[C@H]2S1(=O)=O. The target protein sequence is MRFKKISCLLLPPLFIFSTSIYAGNTPKEQEVKKLVDQNFKPLLDKYDVPGMAVGVIQNNKKYEIYYGLQSVQDKKAVNSSTIFELGSVSKLFTATAGGYAKAKGKISFDDTPGKYWKELKNTPIDQVNLLQLATYTSGNLALQFPDEVQTDQQVLTFFKDWKTKNAIGEYRQYSNPSIGLFGKVVALSMNKPFDQVLEKTIFPPLHLKNSYVNVPKTQMQNYAYGYNQENQPIRVNPGPLDAPAYGVKSTLPDMLTFINANLNPQKYPKDIQRAISETHQGFYQVGTMYQALGWEEFSYPAPLQTLLDSNSEQIVMKPNKVTAISKEPSVKMFHKTGSTNGFGSYVVFIPKENIGLVMLTNKRIPNEERIKAAYAVLNAIKK. The pIC50 is 4.9. (2) The compound is C[C@H](N)C(=O)N1CCC[C@H]1C(=O)OCC(=O)O. The target protein (P19021) has sequence MAGRVPSLLVLLVFPSSCLAFRSPLSVFKRFKETTRPFSNECLGTTRPVVPIDSSDFALDIRMPGVTPKQSDTYFCMSMRIPVDEEAFVIDFKPRASMDTVHHMLLFGCNMPSSTGSYWFCDEGTCTDKANILYAWARNAPPTRLPKGVGFRVGGETGSKYFVLQVHYGDISAFRDNNKDCSGVSLHLTRLPQPLIAGMYLMMSVDTVIPAGEKVVNSDISCHYKNYPMHVFAYRVHTHHLGKVVSGYRVRNGQWTLIGRQSPQLPQAFYPVGHPVDVSFGDLLAARCVFTGEGRTEATHIGGTSSDEMCNLYIMYYMEAKHAVSFMTCTQNVAPDMFRTIPPEANIPIPVKSDMVMMHEHHKETEYKDKIPLLQQPKREEEEVLDQGDFYSLLSKLLGEREDVVHVHKYNPTEKAESESDLVAEIANVVQKKDLGRSDAREGAEHERGNAILVRDRIHKFHRLVSTLRPPESRVFSLQQPPPGEGTWEPEHTGDFHMEE.... The pIC50 is 3.4.